This data is from Catalyst prediction with 721,799 reactions and 888 catalyst types from USPTO. The task is: Predict which catalyst facilitates the given reaction. (1) Reactant: [CH3:1][O:2][C:3]1[CH:11]=[C:10]2[C:6]([CH2:7][CH2:8][C:9]2=[O:12])=[CH:5][C:4]=1[N:13]1[CH2:18][CH2:17][O:16][CH2:15][CH2:14]1.[F:19][C:20]([F:31])([F:30])[S:21][C:22]1[CH:29]=[CH:28][C:25]([CH:26]=O)=[CH:24][CH:23]=1.CC1C=CC(S(O)(=O)=O)=CC=1. Product: [CH3:1][O:2][C:3]1[CH:11]=[C:10]2[C:6]([CH2:7]/[C:8](=[CH:26]\[C:25]3[CH:28]=[CH:29][C:22]([S:21][C:20]([F:31])([F:19])[F:30])=[CH:23][CH:24]=3)/[C:9]2=[O:12])=[CH:5][C:4]=1[N:13]1[CH2:14][CH2:15][O:16][CH2:17][CH2:18]1. The catalyst class is: 133. (2) Reactant: [CH:1]([N:4]=[C:5]=[O:6])([CH3:3])[CH3:2].[NH2:7][C:8]1[C:17]2[N:18]=[C:19]([CH2:32][O:33][CH2:34][CH3:35])[N:20]([CH2:21][C:22]([N:25]([CH:29]([CH3:31])[CH3:30])[C:26]([NH2:28])=[O:27])([CH3:24])[CH3:23])[C:16]=2[C:15]2[CH:14]=[CH:13][C:12]([O:36][CH2:37][CH2:38][CH2:39][CH2:40][CH2:41][CH2:42][NH2:43])=[CH:11][C:10]=2[N:9]=1. Product: [NH2:7][C:8]1[C:17]2[N:18]=[C:19]([CH2:32][O:33][CH2:34][CH3:35])[N:20]([CH2:21][C:22]([N:25]([CH:29]([CH3:31])[CH3:30])[C:26]([NH2:28])=[O:27])([CH3:24])[CH3:23])[C:16]=2[C:15]2[CH:14]=[CH:13][C:12]([O:36][CH2:37][CH2:38][CH2:39][CH2:40][CH2:41][CH2:42][NH:43][C:5]([NH:4][CH:1]([CH3:3])[CH3:2])=[O:6])=[CH:11][C:10]=2[N:9]=1. The catalyst class is: 4. (3) Reactant: [BH4-].[Na+].[Si:3]([O:10][C:11]1[CH:16]=[C:15]([O:17][Si:18]([C:21]([CH3:24])([CH3:23])[CH3:22])([CH3:20])[CH3:19])[CH:14]=[CH:13][C:12]=1[CH:25]1[CH2:30][CH2:29][C:28](=[O:31])[CH2:27][CH2:26]1)([C:6]([CH3:9])([CH3:8])[CH3:7])([CH3:5])[CH3:4]. Product: [Si:3]([O:10][C:11]1[CH:16]=[C:15]([O:17][Si:18]([C:21]([CH3:22])([CH3:23])[CH3:24])([CH3:20])[CH3:19])[CH:14]=[CH:13][C:12]=1[C@@H:25]1[CH2:26][CH2:27][C@H:28]([OH:31])[CH2:29][CH2:30]1)([C:6]([CH3:7])([CH3:8])[CH3:9])([CH3:5])[CH3:4]. The catalyst class is: 8. (4) Reactant: [CH3:1][O:2][CH2:3][N:4]1[C:8]2[CH:9]=[CH:10][C:11]([C:13]([C:15]3[NH:19][N:18]=[CH:17][CH:16]=3)=[CH2:14])=[CH:12][C:7]=2[S:6][C:5]1=[O:20]. Product: [CH3:1][O:2][CH2:3][N:4]1[C:8]2[CH:9]=[CH:10][C:11]([CH:13]([C:15]3[NH:19][N:18]=[CH:17][CH:16]=3)[CH3:14])=[CH:12][C:7]=2[S:6][C:5]1=[O:20]. The catalyst class is: 99. (5) Reactant: [Cl-:1].[Cl-].[Cl-].[Al+3].[CH3:5][C:6]1[CH:7]=[C:8]([CH:12]=[C:13]([CH3:15])[CH:14]=1)[C:9](Cl)=[O:10]. Product: [CH3:5][C:6]1[CH:7]=[C:8]([C:9](=[O:10])[C:6]2[CH:7]=[CH:8][C:12]([Cl:1])=[CH:13][CH:14]=2)[CH:12]=[C:13]([CH3:15])[CH:14]=1. The catalyst class is: 159. (6) The catalyst class is: 4. Reactant: [CH2:1]([N:3]([CH2:10][CH2:11][CH3:12])[S:4]([N:7]=[C:8]=[S:9])(=[O:6])=[O:5])[CH3:2].[Cl:13][C:14]1[CH:19]=[CH:18][C:17]([C:20]2[CH:24]([C:25]3[CH:30]=[CH:29][CH:28]=[CH:27][CH:26]=3)[CH2:23][NH:22][N:21]=2)=[CH:16][CH:15]=1. Product: [Cl:13][C:14]1[CH:15]=[CH:16][C:17]([C:20]2[CH:24]([C:25]3[CH:26]=[CH:27][CH:28]=[CH:29][CH:30]=3)[CH2:23][N:22]([C:8](=[S:9])[NH:7][S:4]([N:3]([CH2:1][CH3:2])[CH2:10][CH2:11][CH3:12])(=[O:6])=[O:5])[N:21]=2)=[CH:18][CH:19]=1.